Dataset: Forward reaction prediction with 1.9M reactions from USPTO patents (1976-2016). Task: Predict the product of the given reaction. (1) Given the reactants [CH3:1][O:2][CH2:3][CH2:4][CH2:5][CH2:6][CH:7]([NH:20][C:21]1[CH:26]=[CH:25][C:24]([C:27]([NH:29][CH2:30][CH2:31][C:32]([O:34]CC)=[O:33])=[O:28])=[CH:23][CH:22]=1)[C:8]1[O:9][C:10]2[CH:17]=[CH:16][C:15]([O:18][CH3:19])=[CH:14][C:11]=2[C:12]=1[CH3:13].O1CCCC1.[OH-].[Na+], predict the reaction product. The product is: [CH3:1][O:2][CH2:3][CH2:4][CH2:5][CH2:6][CH:7]([NH:20][C:21]1[CH:22]=[CH:23][C:24]([C:27]([NH:29][CH2:30][CH2:31][C:32]([OH:34])=[O:33])=[O:28])=[CH:25][CH:26]=1)[C:8]1[O:9][C:10]2[CH:17]=[CH:16][C:15]([O:18][CH3:19])=[CH:14][C:11]=2[C:12]=1[CH3:13]. (2) Given the reactants [Cl:1][C:2]1[CH:3]=[C:4]([CH:26]=[CH:27][C:28]=1[F:29])[NH:5][C:6]1[C:15]2[C:10](=[CH:11][C:12]([O:24][CH3:25])=[CH:13][C:14]=2[O:16][CH2:17][C@H:18]2[NH:22][CH2:21][C@@H:20]([OH:23])[CH2:19]2)[N:9]=[CH:8][N:7]=1.[C:30](O)(=[O:33])[CH2:31][OH:32], predict the reaction product. The product is: [Cl:1][C:2]1[CH:3]=[C:4]([CH:26]=[CH:27][C:28]=1[F:29])[NH:5][C:6]1[C:15]2[C:10](=[CH:11][C:12]([O:24][CH3:25])=[CH:13][C:14]=2[O:16][CH2:17][C@H:18]2[N:22]([C:31](=[O:32])[CH2:30][OH:33])[CH2:21][C@@H:20]([OH:23])[CH2:19]2)[N:9]=[CH:8][N:7]=1. (3) Given the reactants [C:1]([O:5][C:6]([N:8]1[CH2:13][CH:12]=[C:11]([C:14]2[N:19]=[C:18]([C:20]3[CH:25]=[C:24]([C:26]([F:29])([F:28])[F:27])[CH:23]=[C:22]([C:30]([F:33])([F:32])[F:31])[CH:21]=3)[CH:17]=[CH:16][N:15]=2)[CH2:10][CH2:9]1)=[O:7])([CH3:4])([CH3:3])[CH3:2], predict the reaction product. The product is: [C:1]([O:5][C:6]([N:8]1[CH2:9][CH2:10][CH:11]([C:14]2[N:19]=[C:18]([C:20]3[CH:21]=[C:22]([C:30]([F:31])([F:33])[F:32])[CH:23]=[C:24]([C:26]([F:27])([F:29])[F:28])[CH:25]=3)[CH:17]=[CH:16][N:15]=2)[CH2:12][CH2:13]1)=[O:7])([CH3:4])([CH3:2])[CH3:3]. (4) The product is: [C:1]([O:5][C:6]([N:8]([CH3:28])[C@@H:9]1[CH2:14][CH2:13][CH2:12][N:11]([C:15]([O:17][CH2:18][C:19]2[CH:24]=[CH:23][CH:22]=[CH:21][CH:20]=2)=[O:16])[C@H:10]1[CH3:25])=[O:7])([CH3:4])([CH3:2])[CH3:3]. Given the reactants [C:1]([O:5][C:6]([NH:8][C@@H:9]1[CH2:14][CH2:13][CH2:12][N:11]([C:15]([O:17][CH2:18][C:19]2[CH:24]=[CH:23][CH:22]=[CH:21][CH:20]=2)=[O:16])[C@H:10]1[CH3:25])=[O:7])([CH3:4])([CH3:3])[CH3:2].[H-].[Na+].[CH3:28]I.CO, predict the reaction product. (5) Given the reactants C([O:3][C:4](=O)[CH:5]([CH3:19])[C:6]([C:8]1[CH:13]=[CH:12][C:11]([O:14][CH:15]([CH3:17])[CH3:16])=[C:10]([CH3:18])[CH:9]=1)=O)C.[NH2:21][NH2:22], predict the reaction product. The product is: [OH:3][C:4]1[NH:22][N:21]=[C:6]([C:8]2[CH:13]=[CH:12][C:11]([O:14][CH:15]([CH3:17])[CH3:16])=[C:10]([CH3:18])[CH:9]=2)[C:5]=1[CH3:19]. (6) Given the reactants C(OC([N:8]1[C@@H:12]([CH2:13][F:14])[C@@H:11]([C:15]2[CH:20]=[CH:19][C:18]([C:21]3[CH:22]=[N:23][C:24]([CH:27]([CH:29]([CH3:31])[CH3:30])[NH2:28])=[CH:25][CH:26]=3)=[CH:17][CH:16]=2)[O:10]C1(C)C)=O)(C)(C)C.[F:34][C:35]([F:40])([F:39])[C:36]([OH:38])=[O:37], predict the reaction product. The product is: [OH:38][C:36]([C:35]([F:40])([F:39])[F:34])=[O:37].[NH2:8][C@H:12]([CH2:13][F:14])[C@@H:11]([C:15]1[CH:16]=[CH:17][C:18]([C:21]2[CH:22]=[N:23][C:24]([CH:27]([CH:29]([CH3:31])[CH3:30])[NH2:28])=[CH:25][CH:26]=2)=[CH:19][CH:20]=1)[OH:10]. (7) Given the reactants [H-].[Na+].[Br:3][C:4]1[CH:9]=[CH:8][C:7]([OH:10])=[CH:6][CH:5]=1.[CH2:11]([CH:13]([CH2:16][CH2:17][CH2:18][CH3:19])[CH2:14]Br)[CH3:12].C(Cl)Cl, predict the reaction product. The product is: [CH2:11]([CH:13]([CH2:16][CH2:17][CH2:18][CH3:19])[CH2:14][O:10][C:7]1[CH:8]=[CH:9][C:4]([Br:3])=[CH:5][CH:6]=1)[CH3:12]. (8) Given the reactants [CH2:1]([O:3][C:4]([NH:6][C:7]1[CH:12]=[CH:11][C:10]([N:13]2[CH2:18][CH2:17][O:16][CH2:15][CH2:14]2)=[C:9]([F:19])[CH:8]=1)=[O:5])[CH3:2].C([C:24]1[CH:34]=[CH:33][CH:32]=[C:26]2[C:27]([NH:29][C:30](=[O:31])[C:25]=12)=[O:28])[C@@H]1OC1.[CH3:35]N(C)C=O.C(N(CC)CC)C, predict the reaction product. The product is: [F:19][C:9]1[CH:8]=[C:7]([N:6]2[CH2:2][C@H:1]([CH2:35][N:29]3[C:30](=[O:31])[C:25]4=[CH:24][CH:34]=[CH:33][CH:32]=[C:26]4[C:27]3=[O:28])[O:3][C:4]2=[O:5])[CH:12]=[CH:11][C:10]=1[N:13]1[CH2:18][CH2:17][O:16][CH2:15][CH2:14]1. (9) Given the reactants [C:1]([Li])([CH3:4])(C)[CH3:2].CC[CH2:8][CH2:9][CH3:10].[CH:11]([O:13]CC)=[CH2:12].Cl[SiH2:17][CH:18]([CH:22]1[CH2:24]C1)C1CC1, predict the reaction product. The product is: [CH:4]1([SiH:17]([CH:10]2[CH2:9][CH2:8]2)[CH2:18][C:22]([O:13][CH2:11][CH3:12])=[CH2:24])[CH2:1][CH2:2]1.